Dataset: NCI-60 drug combinations with 297,098 pairs across 59 cell lines. Task: Regression. Given two drug SMILES strings and cell line genomic features, predict the synergy score measuring deviation from expected non-interaction effect. Drug 1: CCCS(=O)(=O)NC1=C(C(=C(C=C1)F)C(=O)C2=CNC3=C2C=C(C=N3)C4=CC=C(C=C4)Cl)F. Drug 2: C1=NC2=C(N1)C(=S)N=C(N2)N. Cell line: OVCAR-8. Synergy scores: CSS=31.5, Synergy_ZIP=0.663, Synergy_Bliss=0.0725, Synergy_Loewe=-21.2, Synergy_HSA=-1.66.